From a dataset of NCI-60 drug combinations with 297,098 pairs across 59 cell lines. Regression. Given two drug SMILES strings and cell line genomic features, predict the synergy score measuring deviation from expected non-interaction effect. (1) Drug 1: CCCS(=O)(=O)NC1=C(C(=C(C=C1)F)C(=O)C2=CNC3=C2C=C(C=N3)C4=CC=C(C=C4)Cl)F. Drug 2: C(CC(=O)O)C(=O)CN.Cl. Cell line: ACHN. Synergy scores: CSS=1.97, Synergy_ZIP=-2.50, Synergy_Bliss=-4.21, Synergy_Loewe=-9.99, Synergy_HSA=-6.04. (2) Drug 1: CN1C(=O)N2C=NC(=C2N=N1)C(=O)N. Cell line: HS 578T. Synergy scores: CSS=43.2, Synergy_ZIP=-6.31, Synergy_Bliss=-5.97, Synergy_Loewe=-6.76, Synergy_HSA=-1.79. Drug 2: CC1C(C(CC(O1)OC2CC(CC3=C2C(=C4C(=C3O)C(=O)C5=CC=CC=C5C4=O)O)(C(=O)C)O)N)O. (3) Drug 2: CC1CCC2CC(C(=CC=CC=CC(CC(C(=O)C(C(C(=CC(C(=O)CC(OC(=O)C3CCCCN3C(=O)C(=O)C1(O2)O)C(C)CC4CCC(C(C4)OC)O)C)C)O)OC)C)C)C)OC. Drug 1: CC1C(C(CC(O1)OC2CC(CC3=C2C(=C4C(=C3O)C(=O)C5=C(C4=O)C(=CC=C5)OC)O)(C(=O)C)O)N)O.Cl. Cell line: UACC62. Synergy scores: CSS=14.0, Synergy_ZIP=-9.88, Synergy_Bliss=-6.93, Synergy_Loewe=-3.58, Synergy_HSA=-2.67.